This data is from Catalyst prediction with 721,799 reactions and 888 catalyst types from USPTO. The task is: Predict which catalyst facilitates the given reaction. (1) Reactant: C(OC([N:8]1[CH2:13][CH2:12][CH:11]([NH:14][C:15]2[N:20]=[C:19]([NH2:21])[C:18]([C:22](=[O:32])[C:23]3[CH:28]=[CH:27][C:26]([F:29])=[CH:25][C:24]=3[O:30][CH3:31])=[CH:17][N:16]=2)[CH2:10][CH2:9]1)=O)(C)(C)C. Product: [NH2:21][C:19]1[C:18]([C:22]([C:23]2[CH:28]=[CH:27][C:26]([F:29])=[CH:25][C:24]=2[O:30][CH3:31])=[O:32])=[CH:17][N:16]=[C:15]([NH:14][CH:11]2[CH2:10][CH2:9][NH:8][CH2:13][CH2:12]2)[N:20]=1. The catalyst class is: 281. (2) Reactant: [CH3:1][C:2]1([CH3:34])[CH2:7][CH2:6][N:5]([C:8]2[N:13]=[C:12]([NH:14][C:15]3[C:16]4[N:17]([CH:31]=[CH:32][N:33]=4)[N:18]=[C:19]([C:21]4[CH:22]=[C:23]([CH:28]=[CH:29][CH:30]=4)[C:24]([O:26]C)=[O:25])[CH:20]=3)[CH:11]=[CH:10][CH:9]=2)[CH2:4][CH2:3]1.[OH-].[Na+]. Product: [CH3:1][C:2]1([CH3:34])[CH2:7][CH2:6][N:5]([C:8]2[N:13]=[C:12]([NH:14][C:15]3[C:16]4[N:17]([CH:31]=[CH:32][N:33]=4)[N:18]=[C:19]([C:21]4[CH:22]=[C:23]([CH:28]=[CH:29][CH:30]=4)[C:24]([OH:26])=[O:25])[CH:20]=3)[CH:11]=[CH:10][CH:9]=2)[CH2:4][CH2:3]1. The catalyst class is: 38. (3) Reactant: C(OC([N:8]1[CH2:13][CH2:12][CH2:11][CH:10]([CH2:14][N:15]2[C:19]3[C:20]([Cl:24])=[CH:21][CH:22]=[CH:23][C:18]=3[N:17]=[C:16]2[NH2:25])[CH2:9]1)=O)(C)(C)C.FC(F)(F)C(O)=O.CC[NH+](CC)CC.CC[NH+](CC)CC.C([O-])([O-])=O.Cl.C(OCC)C. Product: [Cl:24][C:20]1[C:19]2[N:15]([CH2:14][CH:10]3[CH2:11][CH2:12][CH2:13][NH:8][CH2:9]3)[C:16]([NH2:25])=[N:17][C:18]=2[CH:23]=[CH:22][CH:21]=1. The catalyst class is: 2.